The task is: Binary Classification. Given a drug SMILES string, predict its activity (active/inactive) in a high-throughput screening assay against a specified biological target.. This data is from Choline transporter screen with 302,306 compounds. (1) The drug is S(=O)(=O)(N1C(CCCC1)C(=O)N1CCCCC1)c1c([N+]([O-])=O)cccc1. The result is 0 (inactive). (2) The result is 0 (inactive). The drug is FC(F)(F)c1cc(NC(=O)C[n+]2ccc(C(C)(C)C)cc2)c(N2CCOCC2)cc1. (3) The compound is O=C(Nc1c(ccc(c1)C(OC)=O)C(OC)=O)CN1CCN(CC1)c1ccccc1. The result is 0 (inactive). (4) The drug is Brc1cc(/C=C2/SC(=S)N(CC(=O)Nc3noc(c3)C)C2=O)ccc1. The result is 0 (inactive). (5) The result is 0 (inactive). The compound is Fc1ccc(/C=C\C(=O)Nc2nn(c3ccccc3)c(n2)N)cc1. (6) The drug is Oc1c(CN(CC(=O)Nc2ccc(cc2)C)C)c2c(cc1)cccc2. The result is 0 (inactive). (7) The compound is s1c(Nc2ncccc2C)nc(c2cc(OC)c(OC)cc2)c1. The result is 0 (inactive).